From a dataset of Full USPTO retrosynthesis dataset with 1.9M reactions from patents (1976-2016). Predict the reactants needed to synthesize the given product. (1) Given the product [NH2:8][C:9]([C:12]1[CH:13]=[CH:14][C:15]([C:18]2[C:23]([Cl:24])=[CH:22][N:21]=[C:20]([NH:25][C:26]3[CH:27]=[CH:28][C:29]([CH2:32][CH2:33][N:45]4[CH:46]=[CH:47][N:48]=[C:44]4[CH3:43])=[CH:30][CH:31]=3)[N:19]=2)=[CH:16][CH:17]=1)([CH3:11])[CH3:10], predict the reactants needed to synthesize it. The reactants are: C(OC([NH:8][C:9]([C:12]1[CH:17]=[CH:16][C:15]([C:18]2[C:23]([Cl:24])=[CH:22][N:21]=[C:20]([NH:25][C:26]3[CH:31]=[CH:30][C:29]([CH2:32][CH2:33]O)=[CH:28][CH:27]=3)[N:19]=2)=[CH:14][CH:13]=1)([CH3:11])[CH3:10])=O)(C)(C)C.C(N(C(C)C)CC)C.[CH3:43][C:44]1[NH:45][CH:46]=[CH:47][N:48]=1.C([NH+](CC)CC)C. (2) Given the product [Cl:1][C:2]1[CH:7]=[CH:6][CH:5]=[C:4]([C:15]#[N:16])[N:3]=1, predict the reactants needed to synthesize it. The reactants are: [Cl:1][C:2]1[CH:7]=[CH:6][CH:5]=[C:4](S(C)(=O)=O)[N:3]=1.[C-]#N.[Na+].[CH3:15][N:16](C=O)C. (3) Given the product [OH:32][CH2:31][C:30]([CH3:34])([CH3:33])[CH2:29][CH2:28][CH2:27][CH2:26][NH:25][C:2]([NH:1][CH2:4][CH2:5][CH2:6][CH2:7][CH2:8][C:9]([CH3:24])([C:18]1[CH:19]=[CH:20][CH:21]=[CH:22][CH:23]=1)[CH2:10][OH:11])=[O:3], predict the reactants needed to synthesize it. The reactants are: [N:1]([CH2:4][CH2:5][CH2:6][CH2:7][CH2:8][C:9]([CH3:24])([C:18]1[CH:23]=[CH:22][CH:21]=[CH:20][CH:19]=1)[CH2:10][O:11]C1CCCCO1)=[C:2]=[O:3].[NH2:25][CH2:26][CH2:27][CH2:28][CH2:29][C:30]([CH3:34])([CH3:33])[CH2:31][OH:32].